This data is from Reaction yield outcomes from USPTO patents with 853,638 reactions. The task is: Predict the reaction yield, written as a fraction of the theoretical maximum amount of product (1.0 means a 100% yield; for example, 0.34 means a 34% yield). (1) The product is [CH3:1][O:2][C:3]1[CH:4]=[C:5]([N:12]2[CH2:18][CH2:17][CH2:16][N:15]([S:19]([CH3:22])(=[O:21])=[O:20])[CH2:14][CH2:13]2)[CH:6]=[CH:7][C:8]=1[NH2:9]. The catalyst is C1COCC1. The yield is 0.510. The reactants are [CH3:1][O:2][C:3]1[CH:4]=[C:5]([N:12]2[CH2:18][CH2:17][CH2:16][N:15]([S:19]([CH3:22])(=[O:21])=[O:20])[CH2:14][CH2:13]2)[CH:6]=[CH:7][C:8]=1[N+:9]([O-])=O.CO.[BH4-].[Na+]. (2) The reactants are [Br:1][CH2:2][C:3]1[C:12]2[C:7](=[CH:8][CH:9]=[CH:10][CH:11]=2)[C:6]([C:13]#N)=[CH:5][CH:4]=1.CC(C[AlH]CC(C)C)C.Cl.[OH2:25]. The catalyst is C1(C)C=CC=CC=1. The product is [Br:1][CH2:2][C:3]1[C:12]2[C:7](=[CH:8][CH:9]=[CH:10][CH:11]=2)[C:6]([CH:13]=[O:25])=[CH:5][CH:4]=1. The yield is 0.880. (3) The reactants are Cl.Cl.[C:3]1([CH2:9][N:10]2[CH2:15][CH2:14][CH:13]([NH:16][CH2:17][CH3:18])[CH2:12][CH2:11]2)[CH:8]=[CH:7][CH:6]=[CH:5][CH:4]=1.C(N(CC)C(C)C)(C)C.[CH3:28][S:29]([C:32]1[CH:37]=[CH:36][C:35]([CH2:38][C:39]([OH:41])=O)=[CH:34][CH:33]=1)(=[O:31])=[O:30].C1(N=C=NC2CCCCC2)CCCCC1. The catalyst is C(Cl)Cl.CN(C)C1C=CN=CC=1. The product is [C:3]1([CH2:9][N:10]2[CH2:15][CH2:14][CH:13]([N:16]([CH2:17][CH3:18])[C:39](=[O:41])[CH2:38][C:35]3[CH:34]=[CH:33][C:32]([S:29]([CH3:28])(=[O:30])=[O:31])=[CH:37][CH:36]=3)[CH2:12][CH2:11]2)[CH:4]=[CH:5][CH:6]=[CH:7][CH:8]=1. The yield is 0.760. (4) The reactants are O.O.[NH2:3][NH2:4].C([O:7][C:8](=O)[C:9]1[C:14]([NH:15][CH:16]([CH3:18])[CH3:17])=[CH:13][C:12]([Cl:19])=[N:11][CH:10]=1)C. The catalyst is C(O)C. The product is [Cl:19][C:12]1[CH:13]=[C:14]([NH:15][CH:16]([CH3:18])[CH3:17])[C:9]([C:8]([NH:3][NH2:4])=[O:7])=[CH:10][N:11]=1. The yield is 0.790. (5) The reactants are C([O:3][C:4]([C:6]1[NH:7][C:8]2[C:13]([CH:14]=1)=[CH:12][C:11]([Cl:15])=[CH:10][C:9]=2[CH2:16][C:17]#[N:18])=[O:5])C.O[Li].O.Cl. The catalyst is C1COCC1.CCO.O. The product is [Cl:15][C:11]1[CH:12]=[C:13]2[C:8](=[C:9]([CH2:16][C:17]#[N:18])[CH:10]=1)[NH:7][C:6]([C:4]([OH:5])=[O:3])=[CH:14]2. The yield is 0.980. (6) The reactants are C([N-]C(C)C)(C)C.[Li+].[Li]CCCC.C(NC(C)C)(C)C.[CH3:21][S:22]([C:25]1[CH:30]=[CH:29][C:28]([C:31](=[N:39][OH:40])[CH2:32][C:33]2[CH:38]=[CH:37][CH:36]=[CH:35][CH:34]=2)=[CH:27][CH:26]=1)(=[O:24])=[O:23].[Br:41][C:42]([F:49])([F:48])[C:43](OCC)=O. The catalyst is C1COCC1.Cl. The product is [Br:41][C:42]([F:49])([F:48])[C:43]1[O:40][N:39]=[C:31]([C:28]2[CH:27]=[CH:26][C:25]([S:22]([CH3:21])(=[O:24])=[O:23])=[CH:30][CH:29]=2)[C:32]=1[C:33]1[CH:34]=[CH:35][CH:36]=[CH:37][CH:38]=1. The yield is 0.120.